From a dataset of Forward reaction prediction with 1.9M reactions from USPTO patents (1976-2016). Predict the product of the given reaction. (1) Given the reactants [C:1]1([CH2:7][C:8](=O)[C:9]([O-:11])=[O:10])[CH:6]=[CH:5][CH:4]=[CH:3][CH:2]=1.[Na+].C1C=[N+:18]([C@@H]2O[C@H](COP(OP(OC[C@H]3O[C@@H](N4C5N=CN=C(N)C=5N=C4)[C@H](OP(O)(O)=O)[C@@H]3O)(O)=O)(O)=O)[C@@H](O)[C@H]2O)[CH:17]=C(C(N)=O)C=1.O=C[C@@H]([C@H]([C@@H]([C@@H](CO)O)O)O)O.CN.Cl.[OH-].[Na+], predict the reaction product. The product is: [CH3:17][NH:18][C@H:8]([C:9]([OH:11])=[O:10])[CH2:7][C:1]1[CH:6]=[CH:5][CH:4]=[CH:3][CH:2]=1. (2) Given the reactants [OH:1][C:2]1[CH:3]=[C:4]([CH:18]=[CH:19][C:20]=1[OH:21])[CH:5]=[C:6]1[C:10](=[O:11])[C:9]2[CH:12]=[CH:13][C:14]([OH:17])=[C:15]([OH:16])[C:8]=2[O:7]1, predict the reaction product. The product is: [OH:1][C:2]1[CH:3]=[C:4]([CH:18]=[CH:19][C:20]=1[OH:21])[CH2:5][CH:6]1[C:10](=[O:11])[C:9]2[CH:12]=[CH:13][C:14]([OH:17])=[C:15]([OH:16])[C:8]=2[O:7]1.